This data is from Full USPTO retrosynthesis dataset with 1.9M reactions from patents (1976-2016). The task is: Predict the reactants needed to synthesize the given product. (1) The reactants are: [CH3:1][C:2]1[S:6][C:5]([C:7]2[CH:8]=[C:9]([CH:12]=[C:13]([C:15]([F:18])([F:17])[F:16])[CH:14]=2)[CH:10]=[O:11])=[N:4][C:3]=1[CH2:19][O:20][CH:21]1[CH2:26][CH2:25][CH2:24][CH2:23][O:22]1.[BH4-].[Na+].O. Given the product [CH3:1][C:2]1[S:6][C:5]([C:7]2[CH:8]=[C:9]([CH2:10][OH:11])[CH:12]=[C:13]([C:15]([F:17])([F:18])[F:16])[CH:14]=2)=[N:4][C:3]=1[CH2:19][O:20][CH:21]1[CH2:26][CH2:25][CH2:24][CH2:23][O:22]1, predict the reactants needed to synthesize it. (2) The reactants are: Br[CH2:2][C:3](=O)[CH2:4][CH2:5][CH2:6][CH2:7][CH2:8][C:9]1[CH:14]=[CH:13][CH:12]=[CH:11][CH:10]=1.[C:16]([NH:23][C:24]([NH2:26])=[NH:25])([O:18][C:19]([CH3:22])([CH3:21])[CH3:20])=[O:17].O. Given the product [NH2:26][C:24]1[N:23]([C:16]([O:18][C:19]([CH3:22])([CH3:21])[CH3:20])=[O:17])[CH:2]=[C:3]([CH2:4][CH2:5][CH2:6][CH2:7][CH2:8][C:9]2[CH:14]=[CH:13][CH:12]=[CH:11][CH:10]=2)[N:25]=1, predict the reactants needed to synthesize it. (3) The reactants are: [CH3:1][C:2]([CH3:33])([CH3:32])[C:3](=[O:31])[CH2:4][O:5][C:6]1[CH:11]=[CH:10][C:9]([C:12]([C:17]2[CH:18]=[C:19]([CH3:29])[C:20]3[O:24][C:23]([C:25](O)=[O:26])=[CH:22][C:21]=3[CH:28]=2)([CH2:15][CH3:16])[CH2:13][CH3:14])=[CH:8][C:7]=1[CH3:30].C(Cl)CCl.Cl.C[O:40][C:41](=[O:44])[CH2:42][NH2:43]. Given the product [CH3:33][C:2]([CH3:1])([CH3:32])[C:3](=[O:31])[CH2:4][O:5][C:6]1[CH:11]=[CH:10][C:9]([C:12]([C:17]2[CH:18]=[C:19]([CH3:29])[C:20]3[O:24][C:23]([C:25]([NH:43][CH2:42][C:41]([OH:40])=[O:44])=[O:26])=[CH:22][C:21]=3[CH:28]=2)([CH2:13][CH3:14])[CH2:15][CH3:16])=[CH:8][C:7]=1[CH3:30], predict the reactants needed to synthesize it. (4) Given the product [Cl:3][C:10]1[N:7]([CH3:6])[N:14]=[C:13]([CH:12]([F:20])[F:11])[C:17]=1[CH:16]=[O:18], predict the reactants needed to synthesize it. The reactants are: P(Cl)(Cl)([Cl:3])=O.[CH3:6][N:7]([CH3:10])C=O.[F:11][CH:12]([F:20])[C:13]1[CH:17]=[C:16]([OH:18])N(C)[N:14]=1. (5) Given the product [C:33]([N:3]1[C:4]2[C:9](=[CH:8][C:7]([N:11]3[CH2:15][C@H:14]([CH2:16][NH:17][C:18](=[O:20])[CH3:19])[O:13][C:12]3=[O:21])=[CH:6][CH:5]=2)[CH2:10][CH:2]1[CH3:1])(=[O:32])[CH2:34][OH:35], predict the reactants needed to synthesize it. The reactants are: [CH3:1][CH:2]1[CH2:10][C:9]2[C:4](=[CH:5][CH:6]=[C:7]([N:11]3[CH2:15][C@H:14]([CH2:16][NH:17][C:18](=[O:20])[CH3:19])[O:13][C:12]3=[O:21])[CH:8]=2)[NH:3]1.C(N(CC)CC)C.C([O:32][CH2:33][C:34](Cl)=[O:35])(=O)C.C(=O)([O-])[O-].[K+].[K+]. (6) Given the product [F:23][C:24]1[CH:29]=[CH:28][CH:27]=[CH:26][C:25]=1[CH2:30][S:31][C:2]1[N:6]([C:7]2[CH:12]=[CH:11][C:10]([S:13]([CH3:16])(=[O:15])=[O:14])=[CH:9][N:8]=2)[N:5]=[C:4]([C:17]([F:20])([F:19])[F:18])[C:3]=1[C:21]#[N:22], predict the reactants needed to synthesize it. The reactants are: Cl[C:2]1[N:6]([C:7]2[CH:12]=[CH:11][C:10]([S:13]([CH3:16])(=[O:15])=[O:14])=[CH:9][N:8]=2)[N:5]=[C:4]([C:17]([F:20])([F:19])[F:18])[C:3]=1[C:21]#[N:22].[F:23][C:24]1[CH:29]=[CH:28][CH:27]=[CH:26][C:25]=1[CH2:30][SH:31].[F-].[Cs+].O. (7) Given the product [C:26]([O:30][C:31]([N:32]1[C@@H:44]([C@@H:45]([O:71][CH2:72][C:73]2[CH:78]=[CH:77][CH:76]=[CH:75][CH:74]=2)[C@@H:46]([N:56]([CH2:64][C:65]2[CH:66]=[CH:67][CH:68]=[CH:69][CH:70]=2)[CH2:57][C:58]2[CH:59]=[CH:60][CH:61]=[CH:62][CH:63]=2)[CH2:47][C:48]2[CH:49]=[C:50]([F:55])[CH:51]=[C:52]([F:54])[CH:53]=2)[CH2:79][O:43][C@@H:34]([CH2:35][CH2:36][CH:13]2[CH2:12][CH2:11][CH2:10][CH2:84][CH2:83]2)[CH2:33]1)=[O:81])([CH3:28])([CH3:27])[CH3:29], predict the reactants needed to synthesize it. The reactants are: [CH2:10](P([CH2:10][CH2:11][CH2:12][CH3:13])[CH2:10][CH2:11][CH2:12][CH3:13])[CH2:11][CH2:12][CH3:13].N(C(N(C)C)=O)=NC(N(C)C)=O.[C:26]([O:30][C:31](=[O:81])[N:32]([C@H:44]([CH2:79]O)[C@@H:45]([O:71][CH2:72][C:73]1[CH:78]=[CH:77][CH:76]=[CH:75][CH:74]=1)[C@@H:46]([N:56]([CH2:64][C:65]1[CH:70]=[CH:69][CH:68]=[CH:67][CH:66]=1)[CH2:57][C:58]1[CH:63]=[CH:62][CH:61]=[CH:60][CH:59]=1)[CH2:47][C:48]1[CH:53]=[C:52]([F:54])[CH:51]=[C:50]([F:55])[CH:49]=1)[CH2:33][C@@H:34]([OH:43])[CH2:35][CH2:36]C1CCCCC1)([CH3:29])([CH3:28])[CH3:27].O1CC[CH2:84][CH2:83]1. (8) Given the product [Cl:1][C:2]1[CH:16]=[C:15]([Cl:17])[CH:14]=[CH:13][C:3]=1[CH:4]1[C:5]([C:6]([O:8][CH3:9])=[O:7])=[C:10]([CH3:11])[NH:27][C:19]([C:20]2[CH:25]=[CH:24][CH:23]=[CH:22][CH:21]=2)=[N:26]1, predict the reactants needed to synthesize it. The reactants are: [Cl:1][C:2]1[CH:16]=[C:15]([Cl:17])[CH:14]=[CH:13][C:3]=1[CH:4]=[C:5]([C:10](=O)[CH3:11])[C:6]([O:8][CH3:9])=[O:7].Cl.[C:19]([NH2:27])(=[NH:26])[C:20]1[CH:25]=[CH:24][CH:23]=[CH:22][CH:21]=1.CC([O-])=O.[Na+]. (9) Given the product [Cl:36][C:35]1[CH:34]=[CH:33][C:16]([C:17]([NH:19][C:20]2[CH:25]=[C:24]([N:26]3[CH2:31][CH2:30][O:29][CH2:28][CH2:27]3)[CH:23]=[C:22]([F:32])[CH:21]=2)=[O:18])=[CH:15][C:14]=1[NH:13][C:11](=[O:12])[C:10]1[CH:37]=[CH:38][CH:39]=[C:8]([OH:7])[CH:9]=1, predict the reactants needed to synthesize it. The reactants are: C[O-].[Na+].C([O:7][C:8]1[CH:9]=[C:10]([CH:37]=[CH:38][CH:39]=1)[C:11]([NH:13][C:14]1[CH:15]=[C:16]([CH:33]=[CH:34][C:35]=1[Cl:36])[C:17]([NH:19][C:20]1[CH:25]=[C:24]([N:26]2[CH2:31][CH2:30][O:29][CH2:28][CH2:27]2)[CH:23]=[C:22]([F:32])[CH:21]=1)=[O:18])=[O:12])(=O)C. (10) Given the product [F:16][C:17]1[CH:22]=[CH:21][C:20]([C:2]2[C:3]3[CH2:10][CH2:9][CH:8]([NH:11][C:12](=[O:15])[CH2:13][CH3:14])[C:4]=3[CH:5]=[N:6][CH:7]=2)=[CH:19][C:18]=1[CH3:26], predict the reactants needed to synthesize it. The reactants are: Br[C:2]1[C:3]2[CH2:10][CH2:9][CH:8]([NH:11][C:12](=[O:15])[CH2:13][CH3:14])[C:4]=2[CH:5]=[N:6][CH:7]=1.[F:16][C:17]1[CH:22]=[CH:21][C:20](B(O)O)=[CH:19][C:18]=1[CH3:26].